Dataset: Peptide-MHC class I binding affinity with 185,985 pairs from IEDB/IMGT. Task: Regression. Given a peptide amino acid sequence and an MHC pseudo amino acid sequence, predict their binding affinity value. This is MHC class I binding data. (1) The peptide sequence is KQYLNLYPV. The MHC is HLA-A02:02 with pseudo-sequence HLA-A02:02. The binding affinity (normalized) is 0.500. (2) The peptide sequence is RRGPEQTQG. The MHC is HLA-A11:01 with pseudo-sequence HLA-A11:01. The binding affinity (normalized) is 0.0847.